This data is from Forward reaction prediction with 1.9M reactions from USPTO patents (1976-2016). The task is: Predict the product of the given reaction. (1) The product is: [Cl:19][C:20]1[CH:21]=[C:22]([C:2]2[C:10]3[N:9]4[CH2:11][CH2:12][CH2:13][NH:14][C:15](=[O:16])[C:8]4=[CH:7][C:6]=3[CH:5]=[C:4]([C:17]#[N:18])[CH:3]=2)[CH:23]=[CH:24][C:25]=1[Cl:26]. Given the reactants Br[C:2]1[C:10]2[N:9]3[CH2:11][CH2:12][CH2:13][NH:14][C:15](=[O:16])[C:8]3=[CH:7][C:6]=2[CH:5]=[C:4]([C:17]#[N:18])[CH:3]=1.[Cl:19][C:20]1[CH:21]=[C:22](B(O)O)[CH:23]=[CH:24][C:25]=1[Cl:26], predict the reaction product. (2) Given the reactants C(S[C:9]1[CH:10]=[C:11]2[C:16](=[CH:17][CH:18]=1)[C:15]([Cl:19])=[N:14][CH:13]=[C:12]2[OH:20])C1C=CC=CC=1.C(Cl)Cl.C(O)(=O)C.[S:28]([Cl:32])(Cl)(=[O:30])=[O:29], predict the reaction product. The product is: [Cl:19][C:15]1[C:16]2[C:11](=[CH:10][C:9]([S:28]([Cl:32])(=[O:30])=[O:29])=[CH:18][CH:17]=2)[C:12]([OH:20])=[CH:13][N:14]=1.